Dataset: Reaction yield outcomes from USPTO patents with 853,638 reactions. Task: Predict the reaction yield, written as a fraction of the theoretical maximum amount of product (1.0 means a 100% yield; for example, 0.34 means a 34% yield). (1) The reactants are [C:8](O[C:8]([C:10]([F:13])([F:12])[F:11])=[O:9])([C:10]([F:13])([F:12])[F:11])=[O:9].Cl.[N+:15]([C:18]1[CH:19]=[C:20]2[C:24](=[CH:25][CH:26]=1)[CH2:23][CH:22]([NH2:27])[CH2:21]2)([O-:17])=[O:16]. The catalyst is C(Cl)Cl. The product is [F:13][C:10]([F:11])([F:12])[C:8]([NH:27][CH:22]1[CH2:21][C:20]2[C:24](=[CH:25][CH:26]=[C:18]([N+:15]([O-:17])=[O:16])[CH:19]=2)[CH2:23]1)=[O:9]. The yield is 0.840. (2) The reactants are [NH2:1][C:2]1[CH:7]=[CH:6][C:5]([C@H:8]2[CH2:14][N:13]([C:15]([O:17][C:18]([CH3:21])([CH3:20])[CH3:19])=[O:16])[CH2:12][CH2:11][CH2:10][O:9]2)=[CH:4][CH:3]=1.[Cl:22][C:23]1[CH:24]=[C:25]([CH:29]=[CH:30][CH:31]=1)[C:26](O)=[O:27].CN1CCOCC1.CN(C(ON1N=NC2C=CC=CC1=2)=[N+](C)C)C.F[P-](F)(F)(F)(F)F. The catalyst is O.O1CCCC1. The product is [Cl:22][C:23]1[CH:24]=[C:25]([CH:29]=[CH:30][CH:31]=1)[C:26]([NH:1][C:2]1[CH:7]=[CH:6][C:5]([C@H:8]2[CH2:14][N:13]([C:15]([O:17][C:18]([CH3:21])([CH3:20])[CH3:19])=[O:16])[CH2:12][CH2:11][CH2:10][O:9]2)=[CH:4][CH:3]=1)=[O:27]. The yield is 0.920.